This data is from Reaction yield outcomes from USPTO patents with 853,638 reactions. The task is: Predict the reaction yield, written as a fraction of the theoretical maximum amount of product (1.0 means a 100% yield; for example, 0.34 means a 34% yield). (1) The reactants are [OH:1][C:2]1[CH:7]=[CH:6][C:5]([C:8](=[C:19]2[CH2:24][C:23]([CH3:26])([CH3:25])[CH2:22][C:21]([CH3:28])([CH3:27])[CH2:20]2)[C:9]2[CH:18]=[CH:17][C:12]([C:13]([O:15]C)=[O:14])=[CH:11][CH:10]=2)=[CH:4][CH:3]=1.CCO.[OH-].[Na+]. The catalyst is C1COCC1. The product is [OH:1][C:2]1[CH:3]=[CH:4][C:5]([C:8](=[C:19]2[CH2:20][C:21]([CH3:28])([CH3:27])[CH2:22][C:23]([CH3:26])([CH3:25])[CH2:24]2)[C:9]2[CH:18]=[CH:17][C:12]([C:13]([OH:15])=[O:14])=[CH:11][CH:10]=2)=[CH:6][CH:7]=1. The yield is 0.790. (2) The reactants are [C:1]([O:4][C:5]1[CH:26]=[CH:25][C:8]([CH:9]=[CH:10][C:11]2[CH:16]=[C:15]([O:17]COC)[CH:14]=[C:13]([O:21]COC)[CH:12]=2)=[CH:7][CH:6]=1)(=[O:3])[CH3:2].[Na+].[I-].C[Si](Cl)(C)C. The catalyst is C(Cl)Cl.CC#N. The product is [C:1]([O:4][C:5]1[CH:26]=[CH:25][C:8]([CH:9]=[CH:10][C:11]2[CH:12]=[C:13]([OH:21])[CH:14]=[C:15]([OH:17])[CH:16]=2)=[CH:7][CH:6]=1)(=[O:3])[CH3:2]. The yield is 0.720. (3) The reactants are [NH:1]1[CH2:6][CH2:5][O:4][CH2:3][CH2:2]1.Br[C:8]1[CH:15]=[CH:14][C:11]([C:12]#[N:13])=[CH:10][CH:9]=1. The catalyst is O. The product is [N:1]1([C:8]2[CH:15]=[CH:14][C:11]([C:12]#[N:13])=[CH:10][CH:9]=2)[CH2:6][CH2:5][O:4][CH2:3][CH2:2]1. The yield is 0.650. (4) The reactants are [C:1]([C:3]1[CH:8]=[CH:7][C:6]([C:9]2[CH:10]=[N:11][N:12]([C:16]3[CH:24]=[CH:23][C:19]([C:20]([OH:22])=O)=[CH:18][N:17]=3)[C:13]=2[O:14][CH3:15])=[C:5]([CH3:25])[C:4]=1[F:26])#[N:2].C1C=C2N=NN(O)C2=CC=1.O.Cl.C(N=C=NCCCN(C)C)C.C(N(C(C)C)C(C)C)C.[CH2:59]([N:61]1[CH2:66][CH2:65][NH:64][CH2:63][CH2:62]1)[CH3:60]. The catalyst is CN(C=O)C. The product is [CH2:59]([N:61]1[CH2:66][CH2:65][N:64]([C:20]([C:19]2[CH:23]=[CH:24][C:16]([N:12]3[C:13]([O:14][CH3:15])=[C:9]([C:6]4[CH:7]=[CH:8][C:3]([C:1]#[N:2])=[C:4]([F:26])[C:5]=4[CH3:25])[CH:10]=[N:11]3)=[N:17][CH:18]=2)=[O:22])[CH2:63][CH2:62]1)[CH3:60]. The yield is 0.520. (5) The reactants are Br[C:2]1[N:7]2[CH:8]=[CH:9][N:10]=[C:6]2[C:5]([NH:11][C:12]2[CH:17]=[CH:16][C:15]([N:18]3[CH2:23][CH2:22][N:21]([CH3:24])[CH2:20][CH2:19]3)=[C:14]([F:25])[CH:13]=2)=[N:4][CH:3]=1.CC1(C)C(C)(C)OB([C:34]2[CH:42]=[CH:41][C:37]([C:38]([NH2:40])=[O:39])=[CH:36][CH:35]=2)O1.C([O-])([O-])=O.[Na+].[Na+]. The catalyst is O1CCOCC1.C1C=CC([P]([Pd]([P](C2C=CC=CC=2)(C2C=CC=CC=2)C2C=CC=CC=2)([P](C2C=CC=CC=2)(C2C=CC=CC=2)C2C=CC=CC=2)[P](C2C=CC=CC=2)(C2C=CC=CC=2)C2C=CC=CC=2)(C2C=CC=CC=2)C2C=CC=CC=2)=CC=1. The product is [F:25][C:14]1[CH:13]=[C:12]([NH:11][C:5]2[C:6]3[N:7]([CH:8]=[CH:9][N:10]=3)[C:2]([C:34]3[CH:42]=[CH:41][C:37]([C:38]([NH2:40])=[O:39])=[CH:36][CH:35]=3)=[CH:3][N:4]=2)[CH:17]=[CH:16][C:15]=1[N:18]1[CH2:23][CH2:22][N:21]([CH3:24])[CH2:20][CH2:19]1. The yield is 0.160. (6) The reactants are [NH2:1][C:2]1[CH:20]=[CH:19][C:5]([CH2:6][C:7]([CH3:18])([C:13]([O:15][CH2:16][CH3:17])=[O:14])[C:8]([O:10][CH2:11][CH3:12])=[O:9])=[CH:4][CH:3]=1.Cl[CH2:22][CH2:23][NH:24][CH2:25][CH2:26]Cl.Cl. The catalyst is C1(C)C(C)=CC=CC=1. The product is [N:1]1([C:2]2[CH:3]=[CH:4][C:5]([CH2:6][C:7]([CH3:18])([C:13]([O:15][CH2:16][CH3:17])=[O:14])[C:8]([O:10][CH2:11][CH3:12])=[O:9])=[CH:19][CH:20]=2)[CH2:26][CH2:25][NH:24][CH2:23][CH2:22]1. The yield is 0.763.